From a dataset of Reaction yield outcomes from USPTO patents with 853,638 reactions. Predict the reaction yield, written as a fraction of the theoretical maximum amount of product (1.0 means a 100% yield; for example, 0.34 means a 34% yield). (1) The reactants are N1[CH:6]=[CH:5][CH:4]=[C:3]([CH:7]([CH:12]2N3[CH2:18][CH2:19][CH:14](C(=O)C3)[CH2:13]2)C[N+]([O-])=O)C=1.[CH2:21](O)C. The catalyst is [Ni]. The product is [CH3:21][CH2:18][CH2:19][CH2:14][CH2:13][CH2:12][CH2:7][CH2:3][CH2:4][CH2:5][CH3:6]. The yield is 0.670. (2) The reactants are [NH2:1][C:2]1[CH:3]=[C:4]([C:8]2[C:12]([Br:13])=[CH:11][N:10]([CH3:14])[N:9]=2)[CH:5]=[CH:6][CH:7]=1.[N+:15]([C:18]1[CH:23]=[CH:22][C:21]([CH2:24][C:25](O)=[O:26])=[CH:20][CH:19]=1)([O-:17])=[O:16].O.ON1C2C=CC=CC=2N=N1.F[P-](F)(F)(F)(F)F.N1(OC(N(C)C)=[N+](C)C)C2C=CC=CC=2N=N1.C(N(CC)C(C)C)(C)C. The catalyst is C(Cl)(Cl)Cl.[Cl-].[Na+].O. The product is [Br:13][C:12]1[C:8]([C:4]2[CH:3]=[C:2]([NH:1][C:25](=[O:26])[CH2:24][C:21]3[CH:20]=[CH:19][C:18]([N+:15]([O-:17])=[O:16])=[CH:23][CH:22]=3)[CH:7]=[CH:6][CH:5]=2)=[N:9][N:10]([CH3:14])[CH:11]=1. The yield is 0.180. (3) The reactants are Cl[C:2]1[C:3]([N:8]2[CH2:11][CH:10]([C:12]3[CH:21]=[CH:20][C:19]4[C:14](=[CH:15][CH:16]=[CH:17][CH:18]=4)[N:13]=3)[CH2:9]2)=[N:4][CH:5]=[CH:6][N:7]=1.[CH3:22][C:23]1[CH:24]=[C:25](B(O)O)[CH:26]=[CH:27][CH:28]=1.[O-]P([O-])([O-])=O.[K+].[K+].[K+]. The catalyst is O1CCOCC1.O.C1C=CC(P(C2C=CC=CC=2)[C-]2C=CC=C2)=CC=1.C1C=CC(P(C2C=CC=CC=2)[C-]2C=CC=C2)=CC=1.Cl[Pd]Cl.[Fe+2]. The product is [C:23]1([CH3:22])[CH:24]=[CH:25][CH:26]=[C:27]([C:2]2[C:3]([N:8]3[CH2:11][CH:10]([C:12]4[CH:21]=[CH:20][C:19]5[C:14](=[CH:15][CH:16]=[CH:17][CH:18]=5)[N:13]=4)[CH2:9]3)=[N:4][CH:5]=[CH:6][N:7]=2)[CH:28]=1. The yield is 0.280. (4) The reactants are [Cl:1][C:2]1[C:7]([C:8](=[O:10])[CH3:9])=[CH:6][CH:5]=[CH:4][N:3]=1.[CH2:11](O)[CH2:12][OH:13].O.C1(C)C=CC(S(O)(=O)=O)=CC=1. The catalyst is C1(C)C=CC=CC=1. The product is [Cl:1][C:2]1[C:7]([C:8]2([CH3:9])[O:13][CH2:12][CH2:11][O:10]2)=[CH:6][CH:5]=[CH:4][N:3]=1. The yield is 0.770. (5) The reactants are [NH2:1][CH2:2][C:3]1[CH:8]=[CH:7][C:6]([C:9]([NH:11][C:12]2[CH:17]=[CH:16][CH:15]=[CH:14][C:13]=2[C:18](=[O:27])[NH:19][C:20]2[CH:25]=[CH:24][C:23]([Cl:26])=[CH:22][N:21]=2)=[O:10])=[CH:5][CH:4]=1.[CH3:28][N:29]1[CH2:33][CH2:32][N:31]=[C:30]1SC.CCN(CC)CC. The catalyst is N1C=CC=CC=1. The product is [Cl:26][C:23]1[CH:24]=[CH:25][C:20]([NH:19][C:18]([C:13]2[CH:14]=[CH:15][CH:16]=[CH:17][C:12]=2[NH:11][C:9]([C:6]2[CH:5]=[CH:4][C:3]([CH2:2][NH:1][C:30]3[N:29]([CH3:28])[CH2:33][CH2:32][N:31]=3)=[CH:8][CH:7]=2)=[O:10])=[O:27])=[N:21][CH:22]=1. The yield is 0.650.